Dataset: Full USPTO retrosynthesis dataset with 1.9M reactions from patents (1976-2016). Task: Predict the reactants needed to synthesize the given product. (1) Given the product [Br:30][C:25]1[C:26]([O:28][CH3:29])=[CH:27][C:22]([C:20]2[N:17]=[CH:15][S:2][CH:19]=2)=[CH:23][C:24]=1[O:31][CH3:32], predict the reactants needed to synthesize it. The reactants are: P12(SP3(SP(SP(S3)(S1)=S)(=S)S2)=S)=[S:2].[CH:15]([NH2:17])=O.Br[CH2:19][C:20]([C:22]1[CH:27]=[C:26]([O:28][CH3:29])[C:25]([Br:30])=[C:24]([O:31][CH3:32])[CH:23]=1)=O.C([O-])([O-])=O.[Na+].[Na+]. (2) Given the product [Br:17][CH2:18][CH2:19][CH2:20][O:14][C:6]1[CH:7]=[C:8]([C:10]([F:11])([F:12])[F:13])[CH:9]=[C:4]([N+:1]([O-:3])=[O:2])[CH:5]=1, predict the reactants needed to synthesize it. The reactants are: [N+:1]([C:4]1[CH:5]=[C:6]([OH:14])[CH:7]=[C:8]([C:10]([F:13])([F:12])[F:11])[CH:9]=1)([O-:3])=[O:2].[OH-].[Na+].[Br:17][CH2:18][CH2:19][CH2:20]Br.